From a dataset of Catalyst prediction with 721,799 reactions and 888 catalyst types from USPTO. Predict which catalyst facilitates the given reaction. (1) The catalyst class is: 33. Reactant: [Cl:1][C:2]1[N:7]=[C:6]([N:8]2[CH2:13][CH2:12][O:11][CH2:10][CH2:9]2)[CH:5]=[C:4]([O:14][CH3:15])[C:3]=1[N+:16]([O-])=O. Product: [Cl:1][C:2]1[C:3]([NH2:16])=[C:4]([O:14][CH3:15])[CH:5]=[C:6]([N:8]2[CH2:9][CH2:10][O:11][CH2:12][CH2:13]2)[N:7]=1. (2) Reactant: [CH2:1]([O:4][C@@H:5]1[C:13]2[C:8](=[CH:9][C:10]([O:14][CH3:15])=[CH:11][CH:12]=2)[C@H:7]([NH:16]C(=O)C(F)(F)F)[CH2:6]1)[CH:2]=[CH2:3].C(=O)([O-])[O-].[K+].[K+].CO. Product: [CH2:1]([O:4][C@@H:5]1[C:13]2[C:8](=[CH:9][C:10]([O:14][CH3:15])=[CH:11][CH:12]=2)[C@H:7]([NH2:16])[CH2:6]1)[CH:2]=[CH2:3]. The catalyst class is: 6. (3) Reactant: Cl.C1([CH:8]([CH:12]2[CH2:17][CH2:16][N:15](C3C=CC(NC(C4C=CC=CC=4C4C=CC(C(F)(F)F)=CC=4)=O)=CC=3)[CH2:14][CH2:13]2)[C:9]([OH:11])=[O:10])C=CC=CC=1.C1CN([P+](ON2N=NC3C=CC=CC2=3)(N2CCCC2)N2CCCC2)CC1.F[P-](F)(F)(F)(F)F.C(N(CC)CC)C.OCC(OC)=O. Product: [NH:15]1[CH2:16][CH2:17][CH:12]([CH2:8][C:9]([OH:11])=[O:10])[CH2:13][CH2:14]1. The catalyst class is: 34. (4) Reactant: [F:1][C:2]([F:46])([F:45])[C:3]1[CH:4]=[C:5]([CH:38]=[C:39]([C:41]([F:44])([F:43])[F:42])[CH:40]=1)[CH2:6][N:7]([CH2:14][C:15]1[C:16]([CH2:25][CH2:26][NH:27][CH2:28][C@H:29]2[CH2:34][CH2:33][C@H:32]([CH2:35][CH2:36]O)[CH2:31][CH2:30]2)=[N:17][CH:18]=[C:19]([C:21]([F:24])([F:23])[F:22])[CH:20]=1)[C:8]1[N:9]=[N:10][N:11]([CH3:13])[N:12]=1.[C:47]1(=[O:57])[NH:51][C:50](=[O:52])[C:49]2=[CH:53][CH:54]=[CH:55][CH:56]=[C:48]12.C1(P(C2C=CC=CC=2)C2C=CC=CC=2)C=CC=CC=1. Product: [F:44][C:41]([F:42])([F:43])[C:39]1[CH:38]=[C:5]([CH:4]=[C:3]([C:2]([F:46])([F:45])[F:1])[CH:40]=1)[CH2:6][N:7]([CH2:14][C:15]1[C:16]([CH2:25][CH2:26][NH:27][CH2:28][C@H:29]2[CH2:34][CH2:33][C@H:32]([CH2:35][CH2:36][N:51]3[C:47](=[O:57])[C:48]4[C:49](=[CH:53][CH:54]=[CH:55][CH:56]=4)[C:50]3=[O:52])[CH2:31][CH2:30]2)=[N:17][CH:18]=[C:19]([C:21]([F:22])([F:23])[F:24])[CH:20]=1)[C:8]1[N:9]=[N:10][N:11]([CH3:13])[N:12]=1. The catalyst class is: 1.